This data is from Forward reaction prediction with 1.9M reactions from USPTO patents (1976-2016). The task is: Predict the product of the given reaction. (1) Given the reactants [C:1]([C:4]1[CH:12]=[CH:11][C:7]([C:8]([OH:10])=[O:9])=[CH:6][CH:5]=1)(=[O:3])[CH3:2].[CH3:13][Si](C=[N+]=[N-])(C)C.CCCCCC, predict the reaction product. The product is: [C:1]([C:4]1[CH:12]=[CH:11][C:7]([C:8]([O:10][CH3:13])=[O:9])=[CH:6][CH:5]=1)(=[O:3])[CH3:2]. (2) Given the reactants [C:1]([O:6]C(C12CC3CC(CC(C(OC(=O)C(C)=C)(C)C)(C3)C1)C2)(C)C)(=[O:5])C(C)=C.[CH:29]12[CH2:38][CH:33]3[CH2:34][CH:35]([CH2:37][CH:31]([CH2:32]3)[CH2:30]1)[CH2:36]2.[OH:39][C:40]12[CH2:49][CH:44]3[CH2:45][CH:46]([CH2:48][C:42]([OH:50])([CH2:43]3)[CH2:41]1)[CH2:47]2.S(=O)(=O)(O)[OH:52], predict the reaction product. The product is: [OH:39][C:40]12[CH2:49][CH:44]3[CH2:45][CH:46]([CH2:48][C:42]([OH:50])([CH2:43]3)[CH2:41]1)[CH2:47]2.[C:29]12([C:42]([OH:50])=[O:52])[CH2:38][CH:33]3[CH2:34][CH:35]([CH2:37][C:31]([C:1]([OH:6])=[O:5])([CH2:32]3)[CH2:30]1)[CH2:36]2. (3) Given the reactants [CH3:1][O:2][C:3](=[O:8])/[CH:4]=[CH:5]/[O:6][CH3:7].[CH:9](OC)([O:12][CH3:13])[O:10][CH3:11].C[O-].[Na+].[CH3:19][O:20]C, predict the reaction product. The product is: [CH3:1][O:2][C:3](=[O:8])[CH:4]([CH:9]([O:12][CH3:13])[O:10][CH3:11])[CH:5]([O:20][CH3:19])[O:6][CH3:7]. (4) The product is: [CH3:22][O:21][C:18]1[CH:19]=[CH:20][C:15]([N:13]([CH3:14])[C:11]2[C:10]3[C:5](=[CH:6][CH:7]=[CH:8][CH:9]=3)[N:4]=[C:3]([CH2:2][C:23]#[N:24])[N:12]=2)=[CH:16][CH:17]=1. Given the reactants Cl[CH2:2][C:3]1[N:12]=[C:11]([N:13]([C:15]2[CH:20]=[CH:19][C:18]([O:21][CH3:22])=[CH:17][CH:16]=2)[CH3:14])[C:10]2[C:5](=[CH:6][CH:7]=[CH:8][CH:9]=2)[N:4]=1.[C-:23]#[N:24].[Na+], predict the reaction product. (5) Given the reactants [CH3:1][C:2]1[CH:7]=[CH:6][CH:5]=[CH:4][C:3]=1[C:8]([N:10]=[C:11]=[S:12])=[O:9].[CH3:13][O:14][C:15]1[CH:16]=[C:17]2[C:22](=[CH:23][C:24]=1[O:25][CH3:26])[N:21]=[CH:20][CH:19]=[C:18]2[O:27][C:28]1[CH:34]=[CH:33][C:31]([NH2:32])=[C:30]([CH3:35])[C:29]=1[CH3:36].C1(C)C=CC=CC=1, predict the reaction product. The product is: [CH3:13][O:14][C:15]1[CH:16]=[C:17]2[C:22](=[CH:23][C:24]=1[O:25][CH3:26])[N:21]=[CH:20][CH:19]=[C:18]2[O:27][C:28]1[CH:34]=[CH:33][C:31]([NH:32][C:11]([NH:10][C:8](=[O:9])[C:3]2[CH:4]=[CH:5][CH:6]=[CH:7][C:2]=2[CH3:1])=[S:12])=[C:30]([CH3:35])[C:29]=1[CH3:36]. (6) Given the reactants [H-].[Na+].[CH2:7]([O:9][C:6](=[O:8])[C:7]([O:9][CH2:10][CH3:10])=[O:8])[CH3:6].[N+:13]([C:16]1[CH:21]=[C:20]([C:22]([F:25])([F:24])[F:23])[CH:19]=[CH:18][C:17]=1C)([O-:15])=[O:14].[Cl-].[NH4+], predict the reaction product. The product is: [N+:13]([C:16]1[CH:21]=[C:20]([C:22]([F:25])([F:24])[F:23])[CH:19]=[CH:18][C:17]=1[CH:6]([C:7]([O:9][CH3:10])=[O:8])[C:6]([O:9][CH3:7])=[O:8])([O-:15])=[O:14]. (7) Given the reactants Cl[C:2]1[CH:7]=[N:6][CH:5]=[C:4]([Cl:8])[N:3]=1.[O:9]1[CH:13]=[CH:12][CH:11]=[C:10]1B(O)O.C([O-])([O-])=O.[Na+].[Na+], predict the reaction product. The product is: [Cl:8][C:4]1[CH:5]=[N:6][CH:7]=[C:2]([C:10]2[O:9][CH:13]=[CH:12][CH:11]=2)[N:3]=1. (8) Given the reactants [CH3:1][C:2]1([CH3:25])[CH2:5][CH:4]([CH2:6][C:7]2[N:8]=[C:9]([C:12]3[O:16][C:15]([CH2:17][C:18]([CH3:24])([CH3:23])[C:19]([O:21]C)=[O:20])=[N:14][N:13]=3)[S:10][CH:11]=2)[CH2:3]1.Br[C:27]1[CH:32]=[CH:31][C:30]([S:33]([NH:36][C@@H:37]([CH3:42])[C:38]([F:41])([F:40])[F:39])(=[O:35])=[O:34])=[C:29]([Cl:43])[C:28]=1[Cl:44], predict the reaction product. The product is: [Cl:44][C:28]1[C:29]([Cl:43])=[C:30]([S:33](=[O:34])(=[O:35])[NH:36][C@@H:37]([CH3:42])[C:38]([F:39])([F:40])[F:41])[CH:31]=[CH:32][C:27]=1[C:11]1[S:10][C:9]([C:12]2[O:16][C:15]([CH2:17][C:18]([CH3:23])([CH3:24])[C:19]([OH:21])=[O:20])=[N:14][N:13]=2)=[N:8][C:7]=1[CH2:6][CH:4]1[CH2:3][C:2]([CH3:25])([CH3:1])[CH2:5]1.